This data is from Reaction yield outcomes from USPTO patents with 853,638 reactions. The task is: Predict the reaction yield, written as a fraction of the theoretical maximum amount of product (1.0 means a 100% yield; for example, 0.34 means a 34% yield). (1) The reactants are Br[C:2]1[CH:3]=[CH:4][C:5]([OH:11])=[C:6]([C:8](=[O:10])[CH3:9])[CH:7]=1.[B:12]1([B:12]2[O:16][C:15]([CH3:18])([CH3:17])[C:14]([CH3:20])([CH3:19])[O:13]2)[O:16][C:15]([CH3:18])([CH3:17])[C:14]([CH3:20])([CH3:19])[O:13]1.CC([O-])=O.[K+]. The catalyst is O1CCOCC1.C1C=CC(P(C2C=CC=CC=2)[C-]2C=CC=C2)=CC=1.C1C=CC(P(C2C=CC=CC=2)[C-]2C=CC=C2)=CC=1.Cl[Pd]Cl.[Fe+2]. The product is [OH:11][C:5]1[CH:4]=[CH:3][C:2]([B:12]2[O:16][C:15]([CH3:18])([CH3:17])[C:14]([CH3:20])([CH3:19])[O:13]2)=[CH:7][C:6]=1[C:8](=[O:10])[CH3:9]. The yield is 0.590. (2) The reactants are [CH3:1][N:2]([CH2:4][C:5]1[CH:10]=[CH:9][C:8]([S:11]([CH2:14][C:15]2[N:16]=[C:17]([C:21]3[CH:30]=[CH:29][C:24]([C:25]([O:27]C)=[O:26])=[CH:23][CH:22]=3)[O:18][C:19]=2[CH3:20])(=[O:13])=[O:12])=[CH:7][CH:6]=1)[CH3:3].[ClH:31]. No catalyst specified. The product is [ClH:31].[CH3:1][N:2]([CH2:4][C:5]1[CH:6]=[CH:7][C:8]([S:11]([CH2:14][C:15]2[N:16]=[C:17]([C:21]3[CH:22]=[CH:23][C:24]([C:25]([OH:27])=[O:26])=[CH:29][CH:30]=3)[O:18][C:19]=2[CH3:20])(=[O:13])=[O:12])=[CH:9][CH:10]=1)[CH3:3]. The yield is 0.840. (3) The reactants are [C:1]([O:7][C:8]([CH3:11])([CH3:10])[CH3:9])(=[O:6])[CH2:2][C:3]([CH3:5])=O.[F:12][C:13]1[CH:14]=[C:15]([CH:18]=[CH:19][CH:20]=1)[CH:16]=O.[NH4+:21].[OH-:22]. The catalyst is CCO.C(Cl)Cl. The product is [F:12][C:13]1[CH:14]=[C:15]([CH:16]2[C:2]([C:1]([O:7][C:8]([CH3:11])([CH3:10])[CH3:9])=[O:6])=[C:3]([CH3:5])[NH:21][C:3]([CH3:5])=[C:2]2[C:1]([O:7][C:8]([CH3:11])([CH3:10])[CH3:9])=[O:22])[CH:18]=[CH:19][CH:20]=1. The yield is 0.210. (4) The reactants are [O:1]=[C:2]1[CH:7]=[CH:6][CH:5]=[CH:4][N:3]1[CH2:8][C:9]1[CH:23]=[CH:22][C:12]([CH2:13][N:14]2[CH:18]=[C:17]([C:19](O)=[O:20])[CH:16]=[N:15]2)=[CH:11][CH:10]=1.CN(C(ON1N=NC2C=CC=NC1=2)=[N+](C)C)C.F[P-](F)(F)(F)(F)F.[NH2:48][CH2:49][C:50]1[CH:51]=[C:52]2[C:57](=[CH:58][CH:59]=1)[C:56]([NH2:60])=[N:55][CH:54]=[CH:53]2.C(N(CC)C(C)C)(C)C. The catalyst is C(Cl)Cl.C(Cl)(Cl)Cl. The product is [NH2:60][C:56]1[C:57]2[C:52](=[CH:51][C:50]([CH2:49][NH:48][C:19]([C:17]3[CH:16]=[N:15][N:14]([CH2:13][C:12]4[CH:11]=[CH:10][C:9]([CH2:8][N:3]5[CH:4]=[CH:5][CH:6]=[CH:7][C:2]5=[O:1])=[CH:23][CH:22]=4)[CH:18]=3)=[O:20])=[CH:59][CH:58]=2)[CH:53]=[CH:54][N:55]=1. The yield is 0.180. (5) The catalyst is O1CCCC1.CO.C(OCC)C.[C].[Pd]. The product is [NH2:1][C:4]1[CH:5]=[CH:6][C:7]([O:8][C:9]2[CH:14]=[CH:13][N:12]=[C:11]([NH:15][C:16]([N:18]3[CH2:19][CH2:20][CH:21]([N:24]4[CH2:28][CH2:27][CH2:26][CH2:25]4)[CH2:22][CH2:23]3)=[O:17])[CH:10]=2)=[CH:29][CH:30]=1. The yield is 0.547. The reactants are [N+:1]([C:4]1[CH:30]=[CH:29][C:7]([O:8][C:9]2[CH:14]=[CH:13][N:12]=[C:11]([NH:15][C:16]([N:18]3[CH2:23][CH2:22][CH:21]([N:24]4[CH2:28][CH2:27][CH2:26][CH2:25]4)[CH2:20][CH2:19]3)=[O:17])[CH:10]=2)=[CH:6][CH:5]=1)([O-])=O.[H][H].CCCCCC. (6) The reactants are CC([O-])(C)C.[K+].[C:7]1([C:9](=[CH:11][CH:12]=[CH:13][CH:14]=1)[OH:10])[OH:8].F[C:16]1[CH:21]=[CH:20][C:19]([N+:22]([O-:24])=[O:23])=[CH:18][CH:17]=1.Cl. The catalyst is CC(N(C)C)=O. The product is [N+:22]([C:19]1[CH:20]=[CH:21][C:16]([O:8][C:7]2[CH:14]=[CH:13][CH:12]=[CH:11][C:9]=2[OH:10])=[CH:17][CH:18]=1)([O-:24])=[O:23]. The yield is 0.530. (7) The reactants are [IH:1].Cl[C:3]1[CH:8]=[C:7]([C:9]2[S:10][CH:11]=[CH:12][CH:13]=2)[N:6]=[CH:5][N:4]=1.[OH-].[Na+]. No catalyst specified. The product is [I:1][C:3]1[CH:8]=[C:7]([C:9]2[S:10][CH:11]=[CH:12][CH:13]=2)[N:6]=[CH:5][N:4]=1. The yield is 0.941. (8) The reactants are F[C:2]1[CH:22]=[C:21]([B:23]2[O:27]C(C)(C)C(C)(C)[O:24]2)[CH:20]=[CH:19][C:3]=1[C:4]([N:6]1[CH2:11][CH2:10][N:9]([C:12]([O:14][C:15]([CH3:18])([CH3:17])[CH3:16])=[O:13])[CH2:8][CH2:7]1)=[O:5].I([O-])(=O)(=O)=O.[Na+]. The catalyst is CC(C)=O.C([O-])(=O)C.[NH4+].O. The product is [C:15]([O:14][C:12]([N:9]1[CH2:10][CH2:11][N:6]([C:4]([C:3]2[CH:2]=[CH:22][C:21]([B:23]([OH:27])[OH:24])=[CH:20][CH:19]=2)=[O:5])[CH2:7][CH2:8]1)=[O:13])([CH3:18])([CH3:16])[CH3:17]. The yield is 0.960.